This data is from Full USPTO retrosynthesis dataset with 1.9M reactions from patents (1976-2016). The task is: Predict the reactants needed to synthesize the given product. (1) Given the product [C:21]([O-:26])(=[O:25])[CH:22]([CH3:24])[CH3:23].[CH2:15]([N+:6]([CH2:2][CH2:3][CH2:4][CH3:5])([CH2:7][CH2:8][CH2:9][CH3:10])[CH2:11][CH2:12][CH2:13][CH3:14])[CH2:16][CH2:17][CH3:18], predict the reactants needed to synthesize it. The reactants are: [OH-].[CH2:2]([N+:6]([CH2:15][CH2:16][CH2:17][CH3:18])([CH2:11][CH2:12][CH2:13][CH3:14])[CH2:7][CH2:8][CH2:9][CH3:10])[CH2:3][CH2:4][CH3:5].CO.[C:21]([OH:26])(=[O:25])[CH:22]([CH3:24])[CH3:23]. (2) Given the product [CH3:1][N:2]([CH3:16])[C:3]1([C:10]2[CH:15]=[CH:14][CH:13]=[CH:12][CH:11]=2)[CH2:8][CH2:7][CH:6]([NH:9][C:53](=[O:54])[CH:48]([NH:47][C:45](=[O:46])[CH2:44][C:37]2[C:38]3[C:43](=[CH:42][CH:41]=[CH:40][CH:39]=3)[NH:35][CH:36]=2)[CH2:49][CH:50]([CH3:52])[CH3:51])[CH2:5][CH2:4]1, predict the reactants needed to synthesize it. The reactants are: [CH3:1][N:2]([CH3:16])[C:3]1([C:10]2[CH:15]=[CH:14][CH:13]=[CH:12][CH:11]=2)[CH2:8][CH2:7][CH:6]([NH2:9])[CH2:5][CH2:4]1.[Cl-].COC1N=C(OC)N=C([N+]2(C)CCOCC2)N=1.[NH:35]1[C:43]2[C:38](=[CH:39][CH:40]=[CH:41][CH:42]=2)[C:37]([CH2:44][C:45]([NH:47][C@H:48]([C:53](O)=[O:54])[CH2:49][CH:50]([CH3:52])[CH3:51])=[O:46])=[CH:36]1. (3) The reactants are: [Br:1][C:2]1[N:3]=[C:4]([NH:15][C@H:16]2[CH2:21][CH2:20][C@H:19]([O:22][CH3:23])[CH2:18][CH2:17]2)[C:5]([NH:8][CH2:9][C:10](OCC)=[O:11])=[N:6][CH:7]=1.P(=O)(O)(O)O. Given the product [Br:1][C:2]1[N:3]=[C:4]2[N:15]([C@H:16]3[CH2:21][CH2:20][C@H:19]([O:22][CH3:23])[CH2:18][CH2:17]3)[C:10](=[O:11])[CH2:9][NH:8][C:5]2=[N:6][CH:7]=1, predict the reactants needed to synthesize it. (4) The reactants are: [Cl:1][C:2]1[CH:7]=[CH:6][C:5]([I:8])=[CH:4][C:3]=1[CH3:9].[Br:10]N1C(=O)CCC1=O. Given the product [Br:10][CH2:9][C:3]1[CH:4]=[C:5]([I:8])[CH:6]=[CH:7][C:2]=1[Cl:1], predict the reactants needed to synthesize it. (5) Given the product [Cl:28][C:29]1[N:30]=[CH:31][N:32]([C:34]2[CH:40]=[CH:39][C:37]([NH:38][C:2]3[N:3]=[C:4]([N:18]4[CH2:22][CH2:21][C:20]([C:24]([F:26])([F:27])[F:25])([OH:23])[CH2:19]4)[C:5]4[CH2:10][CH2:9][CH:8]([C:11]5[CH:16]=[CH:15][C:14]([F:17])=[CH:13][CH:12]=5)[C:6]=4[N:7]=3)=[CH:36][C:35]=2[O:41][CH3:42])[CH:33]=1.[C:20]([OH:41])([C:24]([F:27])([F:26])[F:25])=[O:23], predict the reactants needed to synthesize it. The reactants are: Cl[C:2]1[N:3]=[C:4]([N:18]2[CH2:22][CH2:21][C:20]([C:24]([F:27])([F:26])[F:25])([OH:23])[CH2:19]2)[C:5]2[CH2:10][CH2:9][CH:8]([C:11]3[CH:16]=[CH:15][C:14]([F:17])=[CH:13][CH:12]=3)[C:6]=2[N:7]=1.[Cl:28][C:29]1[N:30]=[CH:31][N:32]([C:34]2[CH:40]=[CH:39][C:37]([NH2:38])=[CH:36][C:35]=2[O:41][CH3:42])[CH:33]=1. (6) Given the product [CH3:34][NH:35][CH2:2][C:3]([N:5]1[CH2:10][CH2:9][CH:8]([NH:11][S:12]([C:15]2[CH:20]=[C:19]([S:21]([C:24]3[CH:29]=[CH:28][CH:27]=[CH:26][CH:25]=3)(=[O:23])=[O:22])[CH:18]=[CH:17][C:16]=2[C:30]([F:33])([F:32])[F:31])(=[O:14])=[O:13])[CH2:7][CH2:6]1)=[O:4], predict the reactants needed to synthesize it. The reactants are: Cl[CH2:2][C:3]([N:5]1[CH2:10][CH2:9][CH:8]([NH:11][S:12]([C:15]2[CH:20]=[C:19]([S:21]([C:24]3[CH:29]=[CH:28][CH:27]=[CH:26][CH:25]=3)(=[O:23])=[O:22])[CH:18]=[CH:17][C:16]=2[C:30]([F:33])([F:32])[F:31])(=[O:14])=[O:13])[CH2:7][CH2:6]1)=[O:4].[CH3:34][NH2:35]. (7) Given the product [CH2:1]([N:54]1[CH2:53][CH2:52][CH:51]([C:48]2[CH:49]=[CH:50][C:23]([OH:22])=[C:24]([CH:47]=2)[C:25]([NH:27][C:28]2[CH:40]=[C:39]([C:41]3[CH:46]=[CH:45][CH:44]=[CH:43][CH:42]=3)[CH:38]=[CH:37][C:29]=2[C:30]([O:32][C:33]([CH3:36])([CH3:35])[CH3:34])=[O:31])=[O:26])[CH2:56][CH2:55]1)[CH3:2], predict the reactants needed to synthesize it. The reactants are: [CH:1](=O)[CH3:2].C(O)(=O)C.C(O[BH-](OC(=O)C)OC(=O)C)(=O)C.[Na+].[OH:22][C:23]1[CH:50]=[CH:49][C:48]([CH:51]2[CH2:56][CH2:55][NH:54][CH2:53][CH2:52]2)=[CH:47][C:24]=1[C:25]([NH:27][C:28]1[CH:40]=[C:39]([C:41]2[CH:46]=[CH:45][CH:44]=[CH:43][CH:42]=2)[CH:38]=[CH:37][C:29]=1[C:30]([O:32][C:33]([CH3:36])([CH3:35])[CH3:34])=[O:31])=[O:26]. (8) Given the product [Cl:20][C:16]1[C:15]([F:21])=[C:14]([C:10]2([OH:13])[CH2:11][CH2:12][N:8]([CH2:1][CH3:2])[CH2:9]2)[CH:19]=[CH:18][CH:17]=1, predict the reactants needed to synthesize it. The reactants are: [CH2:1]([N:8]1[CH2:12][CH2:11][C:10]([C:14]2[CH:19]=[CH:18][CH:17]=[C:16]([Cl:20])[C:15]=2[F:21])([OH:13])[CH2:9]1)[C:2]1C=CC=CC=1.ICC. (9) Given the product [C:8]([O:12][C:6](=[O:7])[NH:5][S:2]([Cl:1])(=[O:4])=[O:3])([CH3:11])([CH3:10])[CH3:9], predict the reactants needed to synthesize it. The reactants are: [Cl:1][S:2]([N:5]=[C:6]=[O:7])(=[O:4])=[O:3].[C:8]([OH:12])([CH3:11])([CH3:10])[CH3:9].